Task: Regression/Classification. Given a drug SMILES string, predict its absorption, distribution, metabolism, or excretion properties. Task type varies by dataset: regression for continuous measurements (e.g., permeability, clearance, half-life) or binary classification for categorical outcomes (e.g., BBB penetration, CYP inhibition). Dataset: cyp2c19_veith.. Dataset: CYP2C19 inhibition data for predicting drug metabolism from PubChem BioAssay (1) The drug is COc1ccc(C(=O)/C=C2/c3ccccc3CC(C)(C)N2C)cc1. The result is 1 (inhibitor). (2) The drug is CCOC(=O)c1c(C)nc2sc3c(=O)n(-c4ccc(C)cc4)cnc3c2c1-c1ccc(OC)cc1. The result is 1 (inhibitor).